This data is from NCI-60 drug combinations with 297,098 pairs across 59 cell lines. The task is: Regression. Given two drug SMILES strings and cell line genomic features, predict the synergy score measuring deviation from expected non-interaction effect. (1) Drug 1: CC1=C(C=C(C=C1)NC2=NC=CC(=N2)N(C)C3=CC4=NN(C(=C4C=C3)C)C)S(=O)(=O)N.Cl. Drug 2: CC(CN1CC(=O)NC(=O)C1)N2CC(=O)NC(=O)C2. Cell line: HCT116. Synergy scores: CSS=31.4, Synergy_ZIP=2.82, Synergy_Bliss=1.67, Synergy_Loewe=-4.24, Synergy_HSA=1.06. (2) Drug 1: CCC(=C(C1=CC=CC=C1)C2=CC=C(C=C2)OCCN(C)C)C3=CC=CC=C3.C(C(=O)O)C(CC(=O)O)(C(=O)O)O. Drug 2: CC1CCC2CC(C(=CC=CC=CC(CC(C(=O)C(C(C(=CC(C(=O)CC(OC(=O)C3CCCCN3C(=O)C(=O)C1(O2)O)C(C)CC4CCC(C(C4)OC)O)C)C)O)OC)C)C)C)OC. Cell line: SR. Synergy scores: CSS=25.8, Synergy_ZIP=6.00, Synergy_Bliss=7.58, Synergy_Loewe=-41.2, Synergy_HSA=2.11. (3) Drug 1: C1=NC2=C(N1)C(=S)N=C(N2)N. Drug 2: C1=CC(=CC=C1C#N)C(C2=CC=C(C=C2)C#N)N3C=NC=N3. Cell line: SF-295. Synergy scores: CSS=34.9, Synergy_ZIP=0.706, Synergy_Bliss=1.82, Synergy_Loewe=0.0241, Synergy_HSA=3.33.